Dataset: Forward reaction prediction with 1.9M reactions from USPTO patents (1976-2016). Task: Predict the product of the given reaction. (1) The product is: [Cl:30][C:28]1[CH:27]=[CH:26][C:19]([O:20][C@@H:21]([CH3:25])[C:22]([OH:24])=[O:23])=[C:18]([C:2]2[CH:7]=[N:6][C:5]([N:8]([CH3:13])[S:9]([CH3:12])(=[O:11])=[O:10])=[CH:4][C:3]=2[CH3:14])[CH:29]=1. Given the reactants Br[C:2]1[C:3]([CH3:14])=[CH:4][C:5]([N:8]([CH3:13])[S:9]([CH3:12])(=[O:11])=[O:10])=[N:6][CH:7]=1.B([C:18]1[CH:29]=[C:28]([Cl:30])[CH:27]=[CH:26][C:19]=1[O:20][C@@H:21]([CH3:25])[C:22]([OH:24])=[O:23])(O)O, predict the reaction product. (2) The product is: [OH:1][C:2]1[CH:3]=[C:4]([C:5](=[NH:6])[O:14][CH2:12][CH3:13])[CH:7]=[C:8]([OH:11])[C:9]=1[OH:10]. Given the reactants [OH:1][C:2]1[CH:3]=[C:4]([CH:7]=[C:8]([OH:11])[C:9]=1[OH:10])[C:5]#[N:6].[CH2:12]([OH:14])[CH3:13].Cl, predict the reaction product. (3) Given the reactants [CH3:1][O:2][C:3]1[CH:4]=[C:5]2[C:10](=[CH:11][C:12]=1[O:13][CH3:14])[N:9]=[CH:8][N:7]=[C:6]2[O:15][C:16]1[CH:22]=[CH:21][C:19]([NH2:20])=[CH:18][CH:17]=1.C1(C)C=CC=CC=1.C(N(CC)CC)C.ClC(Cl)(O[C:41](=[O:47])[O:42][C:43](Cl)(Cl)Cl)Cl.[F:49][C:50]1[CH:59]=[CH:58][CH:57]=[CH:56][C:51]=1[O:52][CH2:53]CO, predict the reaction product. The product is: [CH3:1][O:2][C:3]1[CH:4]=[C:5]2[C:10](=[CH:11][C:12]=1[O:13][CH3:14])[N:9]=[CH:8][N:7]=[C:6]2[O:15][C:16]1[CH:22]=[CH:21][C:19]([NH:20][C:41](=[O:47])[O:42][CH2:43][CH2:53][O:52][C:51]2[CH:56]=[CH:57][CH:58]=[CH:59][C:50]=2[F:49])=[CH:18][CH:17]=1. (4) Given the reactants [CH3:1][CH:2]1[CH2:7][NH:6][CH2:5][CH:4]([CH3:8])[NH:3]1.Cl[C:10]1[CH:17]=[CH:16][C:13]([C:14]#[N:15])=[CH:12][N:11]=1, predict the reaction product. The product is: [CH3:8][CH:4]1[NH:3][CH:2]([CH3:1])[CH2:7][N:6]([C:10]2[CH:17]=[CH:16][C:13]([C:14]#[N:15])=[CH:12][N:11]=2)[CH2:5]1. (5) Given the reactants [NH2:1][C:2]1[N:7]=[C:6]([N:8]2[CH2:32][CH2:31][C:11]3([CH2:15][N:14]([C:16]([O:18][CH2:19][C:20]4[CH:25]=[CH:24][CH:23]=[CH:22][CH:21]=4)=[O:17])[C@H:13]([C:26]([O:28][CH2:29][CH3:30])=[O:27])[CH2:12]3)[CH2:10][CH2:9]2)[CH:5]=[C:4]([O:33][CH:34]([C:39]2[CH:44]=[CH:43][C:42]([C:45]#[N:46])=[CH:41][C:40]=2[N:47]2[CH:51]=[CH:50][C:49]([CH3:52])=[N:48]2)[C:35]([F:38])([F:37])[F:36])[N:3]=1.C(=N[OH:56])C, predict the reaction product. The product is: [NH2:1][C:2]1[N:7]=[C:6]([N:8]2[CH2:32][CH2:31][C:11]3([CH2:15][N:14]([C:16]([O:18][CH2:19][C:20]4[CH:25]=[CH:24][CH:23]=[CH:22][CH:21]=4)=[O:17])[C@H:13]([C:26]([O:28][CH2:29][CH3:30])=[O:27])[CH2:12]3)[CH2:10][CH2:9]2)[CH:5]=[C:4]([O:33][CH:34]([C:39]2[CH:44]=[CH:43][C:42]([C:45](=[O:56])[NH2:46])=[CH:41][C:40]=2[N:47]2[CH:51]=[CH:50][C:49]([CH3:52])=[N:48]2)[C:35]([F:38])([F:37])[F:36])[N:3]=1. (6) Given the reactants [Cl:1][C:2]1[CH:9]=[CH:8][CH:7]=[C:6]([F:10])[C:3]=1[CH:4]=O.[N+:11]([C:13]1[CH:22]=[CH:21][C:16]2[O:17][CH2:18][CH2:19][O:20][C:15]=2[CH:14]=1)#[C-:12].[NH2:23][C:24]1[CH:31]=[CH:30][C:27]([C:28]#[N:29])=[CH:26][N:25]=1.[Br-].C([N+]1C=CN(C)C=1)CCC, predict the reaction product. The product is: [Cl:1][C:2]1[CH:9]=[CH:8][CH:7]=[C:6]([F:10])[C:3]=1[C:4]1[N:23]=[C:24]2[CH:31]=[CH:30][C:27]([C:28]#[N:29])=[CH:26][N:25]2[C:12]=1[NH:11][C:13]1[CH:22]=[CH:21][C:16]2[O:17][CH2:18][CH2:19][O:20][C:15]=2[CH:14]=1. (7) Given the reactants O[CH2:2][CH2:3][N:4]1[CH2:8][CH2:7][CH2:6][C:5]1=[O:9].C1(P(C2C=CC=CC=2)C2C=CC=CC=2)C=CC=CC=1.C(Br)(Br)(Br)[Br:30], predict the reaction product. The product is: [Br:30][CH2:2][CH2:3][N:4]1[CH2:8][CH2:7][CH2:6][C:5]1=[O:9].